The task is: Predict the reactants needed to synthesize the given product.. This data is from Full USPTO retrosynthesis dataset with 1.9M reactions from patents (1976-2016). Given the product [C:1]([O:5][C:6]([N:8]1[CH2:13][CH2:12][CH:11]([CH:14]([Br:34])[C:15]([O:17][CH3:18])=[O:16])[CH2:10][CH2:9]1)=[O:7])([CH3:4])([CH3:3])[CH3:2], predict the reactants needed to synthesize it. The reactants are: [C:1]([O:5][C:6]([N:8]1[CH2:13][CH2:12][CH:11]([CH2:14][C:15]([O:17][CH3:18])=[O:16])[CH2:10][CH2:9]1)=[O:7])([CH3:4])([CH3:3])[CH3:2].[Li+].C[Si]([N-][Si](C)(C)C)(C)C.C[Si](Cl)(C)C.[Br:34]Br.